Predict the product of the given reaction. From a dataset of Forward reaction prediction with 1.9M reactions from USPTO patents (1976-2016). (1) Given the reactants Br[C:2]1[N:10]([C:11]([O:13][C:14]([CH3:17])([CH3:16])[CH3:15])=[O:12])[C:9]2[C:4](=[N:5][C:6]([O:18][CH3:19])=[CH:7][CH:8]=2)[C:3]=1[CH2:20][C:21]([O:23][CH2:24][CH3:25])=[O:22].[CH2:26](C([Sn])=C(CCCC)CCCC)[CH2:27]CC, predict the reaction product. The product is: [CH2:24]([O:23][C:21](=[O:22])[CH2:20][C:3]1[C:4]2=[N:5][C:6]([O:18][CH3:19])=[CH:7][CH:8]=[C:9]2[N:10]([C:11]([O:13][C:14]([CH3:17])([CH3:16])[CH3:15])=[O:12])[C:2]=1[CH:26]=[CH2:27])[CH3:25]. (2) Given the reactants [CH2:1]([C:5]1([CH2:37][CH2:38][CH2:39][CH3:40])[CH2:11][N:10]([C:12]2[CH:27]=[CH:26][C:15]([O:16][CH2:17][C:18]3[CH:23]=[CH:22][C:21]([CH2:24][Cl:25])=[CH:20][CH:19]=3)=[CH:14][CH:13]=2)[C:9]2[CH:28]=[C:29]([N:32]([CH3:34])[CH3:33])[CH:30]=[CH:31][C:8]=2[S:7](=[O:36])(=[O:35])[CH2:6]1)[CH2:2][CH2:3][CH3:4].[N:41]12[CH2:48][CH2:47][N:44]([CH2:45][CH2:46]1)[CH2:43][CH2:42]2, predict the reaction product. The product is: [Cl-:25].[CH2:1]([C:5]1([CH2:37][CH2:38][CH2:39][CH3:40])[CH2:11][N:10]([C:12]2[CH:27]=[CH:26][C:15]([O:16][CH2:17][C:18]3[CH:23]=[CH:22][C:21]([CH2:24][N+:41]45[CH2:48][CH2:47][N:44]([CH2:45][CH2:46]4)[CH2:43][CH2:42]5)=[CH:20][CH:19]=3)=[CH:14][CH:13]=2)[C:9]2[CH:28]=[C:29]([N:32]([CH3:34])[CH3:33])[CH:30]=[CH:31][C:8]=2[S:7](=[O:36])(=[O:35])[CH2:6]1)[CH2:2][CH2:3][CH3:4]. (3) Given the reactants FC(F)(F)C(OC(=O)C(F)(F)F)=[O:4].[Br:14][C:15]1[C:16]([O:23][CH2:24][CH:25]2[CH2:27][CH2:26]2)=[CH:17][C:18]([CH3:22])=[N+:19]([O-])[CH:20]=1, predict the reaction product. The product is: [Br:14][C:15]1[C:16]([O:23][CH2:24][CH:25]2[CH2:27][CH2:26]2)=[CH:17][C:18]([CH2:22][OH:4])=[N:19][CH:20]=1. (4) The product is: [OH:27][C:22]1[CH:23]=[C:24]2[C:19](=[CH:20][CH:21]=1)[CH:18]=[C:17]([C:11]1[CH:12]=[C:13]([OH:15])[CH:14]=[C:9]([C:6]3[CH:7]=[CH:8][C:3]([OH:2])=[CH:4][CH:5]=3)[CH:10]=1)[CH:26]=[CH:25]2. Given the reactants C[O:2][C:3]1[CH:8]=[CH:7][C:6]([C:9]2[CH:14]=[C:13]([O:15]C)[CH:12]=[C:11]([C:17]3[CH:26]=[CH:25][C:24]4[C:19](=[CH:20][CH:21]=[C:22]([O:27]C)[CH:23]=4)[CH:18]=3)[CH:10]=2)=[CH:5][CH:4]=1.B(Br)(Br)Br, predict the reaction product. (5) Given the reactants [NH2:1][C:2]1[CH:13]=[CH:12][C:5]([CH2:6][NH:7][S:8]([CH3:11])(=[O:10])=[O:9])=[C:4]([CH3:14])[CH:3]=1.N1C=C[CH:18]=[CH:17][CH:16]=1.[CH3:21][C:22]([CH3:24])=[O:23].[O:25]1CCC[CH2:26]1, predict the reaction product. The product is: [CH3:14][C:4]1[CH:3]=[C:2]([NH:1][C:26](=[O:25])[O:23][C:22]2[CH:24]=[CH:18][CH:17]=[CH:16][CH:21]=2)[CH:13]=[CH:12][C:5]=1[CH2:6][NH:7][S:8]([CH3:11])(=[O:10])=[O:9]. (6) The product is: [CH:2]1([CH2:1][N:3]2[C:7]([C:8]3[S:18][C:11]4[N:12]=[CH:13][N:14]=[C:15]([NH2:27])[C:10]=4[CH:9]=3)=[C:6]([C:19]3[CH:20]=[CH:21][CH:22]=[CH:23][CH:24]=3)[N:5]=[CH:4]2)[CH2:32][CH2:33][CH2:28][CH2:29][CH2:30]1. Given the reactants [CH2:1]([N:3]1[C:7]([C:8]2[S:18][C:11]3[N:12]=[CH:13][N:14]=[C:15](SC)[C:10]=3[CH:9]=2)=[C:6]([C:19]2[CH:24]=[CH:23][CH:22]=[CH:21][CH:20]=2)[N:5]=[CH:4]1)[CH3:2].C([NH2:27])C.[CH:28]1(CN)[CH2:33][CH2:32]C[CH2:30][CH2:29]1, predict the reaction product. (7) Given the reactants FC(F)(F)S(O[C:7]1[C:18]([CH3:19])=[N:17][C:10]2[N:11]=[C:12]([NH:15][CH3:16])[N:13]=[CH:14][C:9]=2[CH:8]=1)(=O)=O.[F:22][C:23]1[CH:29]=[C:28]([CH3:30])[C:27](B2OC(C)(C)C(C)(C)O2)=[CH:26][C:24]=1[NH2:25].C([O-])(O)=O.[Na+], predict the reaction product. The product is: [NH2:25][C:24]1[C:23]([F:22])=[CH:29][C:28]([CH3:30])=[C:27]([C:7]2[C:18]([CH3:19])=[N:17][C:10]3[N:11]=[C:12]([NH:15][CH3:16])[N:13]=[CH:14][C:9]=3[CH:8]=2)[CH:26]=1.